The task is: Regression. Given a target protein amino acid sequence and a drug SMILES string, predict the binding affinity score between them. We predict pIC50 (pIC50 = -log10(IC50 in M); higher means more potent). Dataset: bindingdb_ic50.. This data is from Drug-target binding data from BindingDB using IC50 measurements. (1) The small molecule is O=CN(O)CCCc1ccccc1. The target protein (Q8DP79) has sequence MSAIERITKAAHLIDMNDIIREGNPTLRTVAEEVTFPLSDQEIILGEKMMQFLKHSQDPVMAEKMGLRGGVGLAAPQLDISKRIIAVLVPNIVEEGETPQEAYDLEAIMYNPKIVSHSVQDAALGEGEGCLSVDRNVPGYVVRHARVTVDYFDKDGEKHRIKLKGYNSIVVQHEIDHINGIMFYDRINEKDPFAVKDGLLILE. The pIC50 is 6.4. (2) The drug is CC1(C)CN(C(=O)CO)C[C@@H](F)[C@H]1Oc1ccc(-c2ncnc(Nc3ccc(N4CCN(C5COC5)CC4)cc3)n2)cc1C#N. The target protein (Q9UHD2) has sequence MQSTSNHLWLLSDILGQGATANVFRGRHKKTGDLFAIKVFNNISFLRPVDVQMREFEVLKKLNHKNIVKLFAIEEETTTRHKVLIMEFCPCGSLYTVLEEPSNAYGLPESEFLIVLRDVVGGMNHLRENGIVHRDIKPGNIMRVIGEDGQSVYKLTDFGAARELEDDEQFVSLYGTEEYLHPDMYERAVLRKDHQKKYGATVDLWSIGVTFYHAATGSLPFRPFEGPRRNKEVMYKIITGKPSGAISGVQKAENGPIDWSGDMPVSCSLSRGLQVLLTPVLANILEADQEKCWGFDQFFAETSDILHRMVIHVFSLQQMTAHKIYIHSYNTATIFHELVYKQTKIISSNQELIYEGRRLVLEPGRLAQHFPKTTEENPIFVVSREPLNTIGLIYEKISLPKVHPRYDLDGDASMAKAITGVVCYACRIASTLLLYQELMRKGIRWLIELIKDDYNETVHKKTEVVITLDFCIRNIEKTVKVYEKLMKINLEAAELGEISD.... The pIC50 is 5.1. (3) The drug is CC(C)[C@@H](C(=O)O)N1C(=O)[C@@H](NC(=O)COc2ccccc2)C[S+]1[O-]. The target protein sequence is MAKQKIKIKKNKIGAVLLVGLFGLLFFILVLRISYIMITGHSNGQDLVMKANEKYLVKNAQQPERGKIYDRNGKVLAEDVERYKLVAVIDKKASANSKKPRHVVDKKETAKKLSTVINMKPEEIEKRLSQKKAFQIEFGRKGTNLTYQDKLKIEKMNLPGISLLPETERFYPNGNFASHLIGRAQKNPDTGELKGALGVEKIFDSYLSGSKGSLRYIHDIWGYIAPNTKKEKQPKRGDDVHLTIDSNIQVFVEEALDGMVERYQPKDLFAVVMDAKTGEILAYSQRPTFNPETGKDFGKKWANDLYQNTYEPGSTFKSYGLAAAIQEGAFDPDKKYKSGHRDIMGSRISDWNRVGWGEIPMSLGFTYSSNTLMMHLQDLVGADKMKSWYERFGFGKSTKGMFDGEAPGQIGWSNELQQKTSSFGQSTTVTPVQMLQAQSAFFNDGNMLKPWFVNSVENPVSKRQFYKGQKQIAGKPITKDTAEKVEKQLDLVVNSKKSHA.... The pIC50 is 3.2. (4) The compound is CC(CCc1nc(-c2ccccc2)no1)(C(=O)NO)S(C)(=O)=O. The target protein sequence is TVEHLLSAMAGLGIDNAYVELSASEVPIMDGSAGPFVFLIQSAGLQEQEAAKKFIRIKREVSVEEGDKRAVFVPFDGFKVSFEIDFDHPVFRGRTQQASVDFSSTSFVKEVSRARTFGFMRDIEYLRSQNLALGGSVENAIVVDENRVLNEDGLRYEDEFVKHKILDAIGDLYLLGNSLIGEFRGFKSGHALNNQLL. The pIC50 is 7.0.